Dataset: Reaction yield outcomes from USPTO patents with 853,638 reactions. Task: Predict the reaction yield, written as a fraction of the theoretical maximum amount of product (1.0 means a 100% yield; for example, 0.34 means a 34% yield). (1) The reactants are Cl[CH2:2][C:3]([NH:5][C:6]1[S:7][C:8]2[N:9]=[C:10]([NH:15][C:16]3[CH:17]=[C:18]([NH:23][C:24](=[O:36])[C:25]4[CH:30]=[CH:29][CH:28]=[C:27]([C:31]([C:34]#[N:35])([CH3:33])[CH3:32])[CH:26]=4)[CH:19]=[CH:20][C:21]=3[CH3:22])[N:11]=[CH:12][C:13]=2[N:14]=1)=[O:4].CN(C)C=O.C(N(CC)CC)C.Cl.[F:50][C:51]1([F:57])[CH2:56][CH2:55][NH:54][CH2:53][CH2:52]1. The catalyst is O1CCCC1.O. The product is [C:34]([C:31]([C:27]1[CH:26]=[C:25]([CH:30]=[CH:29][CH:28]=1)[C:24]([NH:23][C:18]1[CH:19]=[CH:20][C:21]([CH3:22])=[C:16]([NH:15][C:10]2[N:11]=[CH:12][C:13]3[N:14]=[C:6]([NH:5][C:3](=[O:4])[CH2:2][N:54]4[CH2:55][CH2:56][C:51]([F:57])([F:50])[CH2:52][CH2:53]4)[S:7][C:8]=3[N:9]=2)[CH:17]=1)=[O:36])([CH3:33])[CH3:32])#[N:35]. The yield is 0.470. (2) The reactants are COC(C1C=CC(COC2C=CC=C3C=2C=C(S(O)(=O)=O)C=C3)=CC=1)=O.[O-:27][C:28]1[CH:37]=[C:36]2[C:31]([CH:32]=[CH:33][C:34]([S:38]([O-:41])(=[O:40])=[O:39])=[CH:35]2)=[CH:30][CH:29]=1.[Na+].[Na+].Cl[CH2:45][CH2:46][CH2:47][N:48]1[CH2:53][CH2:52][CH2:51][CH2:50][CH2:49]1. No catalyst specified. The product is [N:48]1([CH2:47][CH2:46][CH2:45][O:27][C:28]2[CH:37]=[C:36]3[C:31]([CH:32]=[CH:33][C:34]([S:38]([OH:41])(=[O:39])=[O:40])=[CH:35]3)=[CH:30][CH:29]=2)[CH2:53][CH2:52][CH2:51][CH2:50][CH2:49]1. The yield is 0.300. (3) The reactants are Br[C:2]1[N:7]=[C:6]([C:8]([O:10][CH3:11])=[O:9])[CH:5]=[CH:4][C:3]=1[F:12].C([Si]([O:20][C:21]1[CH:26]=[C:25]([F:27])[C:24](B2OC(C)(C)C(C)(C)O2)=[C:23]([F:37])[CH:22]=1)(C)C)(C)(C)C. No catalyst specified. The product is [F:27][C:25]1[CH:26]=[C:21]([OH:20])[CH:22]=[C:23]([F:37])[C:24]=1[C:2]1[N:7]=[C:6]([C:8]([O:10][CH3:11])=[O:9])[CH:5]=[CH:4][C:3]=1[F:12]. The yield is 0.650. (4) The reactants are [NH2:1][C:2]1[CH:3]=[C:4]([CH:18]=[CH:19][CH:20]=1)[O:5][C:6]1[C:15]2[N:14]=[C:13]([CH3:16])[C:12](=[O:17])[NH:11][C:10]=2[N:9]=[CH:8][CH:7]=1.[C:21]([C:25]1[CH:29]=[C:28]([N:30]=[C:31]=[O:32])[N:27]([C:33]2[CH:38]=[CH:37][C:36]([CH3:39])=[CH:35][CH:34]=2)[N:26]=1)([CH3:24])([CH3:23])[CH3:22]. No catalyst specified. The yield is 0.570. The product is [C:21]([C:25]1[CH:29]=[C:28]([NH:30][C:31]([NH:1][C:2]2[CH:20]=[CH:19][CH:18]=[C:4]([O:5][C:6]3[C:15]4[N:14]=[C:13]([CH3:16])[C:12](=[O:17])[NH:11][C:10]=4[N:9]=[CH:8][CH:7]=3)[CH:3]=2)=[O:32])[N:27]([C:33]2[CH:38]=[CH:37][C:36]([CH3:39])=[CH:35][CH:34]=2)[N:26]=1)([CH3:24])([CH3:23])[CH3:22]. (5) The reactants are C1(P(C2CCCCC2)C2CCCCC2)CCCCC1.Br[C:21]1[C:29]2[C:24](=[CH:25][N:26]=[CH:27][CH:28]=2)[S:23][CH:22]=1.[CH3:30][C:31]1([CH3:47])[C:35]([CH3:37])([CH3:36])[O:34][B:33]([B:33]2[O:34][C:35]([CH3:37])([CH3:36])[C:31]([CH3:47])([CH3:30])[O:32]2)[O:32]1.C([O-])(=O)C.[K+]. The catalyst is O1CCOCC1.C1C=CC(/C=C/C(/C=C/C2C=CC=CC=2)=O)=CC=1.C1C=CC(/C=C/C(/C=C/C2C=CC=CC=2)=O)=CC=1.C1C=CC(/C=C/C(/C=C/C2C=CC=CC=2)=O)=CC=1.[Pd].[Pd]. The yield is 0.820. The product is [CH3:30][C:31]1([CH3:47])[C:35]([CH3:37])([CH3:36])[O:34][B:33]([C:21]2[C:29]3[C:24](=[CH:25][N:26]=[CH:27][CH:28]=3)[S:23][CH:22]=2)[O:32]1.